Dataset: Forward reaction prediction with 1.9M reactions from USPTO patents (1976-2016). Task: Predict the product of the given reaction. (1) The product is: [F:26][C:27]1[CH:28]=[CH:29][C:30]([O:31][C:32]2[CH:37]=[C:36]([C:38]([F:39])([F:40])[F:41])[CH:35]=[CH:34][C:33]=2[O:18][C@@H:16]([CH3:17])[CH2:15][CH2:14][S:13][C:10]2[CH:11]=[CH:12][C:7]([CH2:6][CH2:5][C:4]([OH:3])=[O:25])=[C:8]([CH2:23][CH3:24])[CH:9]=2)=[CH:43][CH:44]=1. Given the reactants C([O:3][C:4](=[O:25])[CH2:5][CH2:6][C:7]1[CH:12]=[CH:11][C:10]([S:13][CH2:14][CH2:15][C@H:16]([O:18]S(C)(=O)=O)[CH3:17])=[CH:9][C:8]=1[CH2:23][CH3:24])C.[F:26][C:27]1[CH:44]=[CH:43][C:30]([O:31][C:32]2[CH:37]=[C:36]([C:38]([F:41])([F:40])[F:39])[CH:35]=[CH:34][C:33]=2O)=[CH:29][CH:28]=1, predict the reaction product. (2) Given the reactants [OH:1][C:2]1[NH:3][C:4]2[CH:10]=[CH:9][CH:8]=[CH:7][C:5]=2[N:6]=1.Br[C:12]1[S:13][CH:14]=[C:15]([Br:17])[N:16]=1.CC([O-])=O.[K+], predict the reaction product. The product is: [Br:17][C:15]1[N:16]=[C:12]([N:3]2[C:4]3[CH:10]=[CH:9][CH:8]=[CH:7][C:5]=3[NH:6][C:2]2=[O:1])[S:13][CH:14]=1. (3) Given the reactants C([O:3][C:4]([C:6]1[CH:7]=[C:8]2[C:13](=[CH:14][CH:15]=1)[NH:12][CH:11]([C:16]1[CH:21]=[CH:20][CH:19]=[C:18]([NH:22][C:23]([N:25]3[CH2:30][CH2:29][CH2:28][CH2:27][CH2:26]3)=[O:24])[CH:17]=1)[C:10]([CH3:32])([CH3:31])[CH2:9]2)=[O:5])C.Cl, predict the reaction product. The product is: [CH3:31][C:10]1([CH3:32])[CH2:9][C:8]2[C:13](=[CH:14][CH:15]=[C:6]([C:4]([OH:5])=[O:3])[CH:7]=2)[NH:12][CH:11]1[C:16]1[CH:21]=[CH:20][CH:19]=[C:18]([NH:22][C:23]([N:25]2[CH2:30][CH2:29][CH2:28][CH2:27][CH2:26]2)=[O:24])[CH:17]=1. (4) Given the reactants [CH:1]([C:4]1[CH:9]=[CH:8][CH:7]=[CH:6][C:5]=1[NH:10][C:11]([NH:13]/[N:14]=[CH:15]/[C:16]1[CH:21]=[CH:20][C:19]([C:22]2[N:26]=[CH:25][N:24]([C:27]3[CH:32]=[CH:31][C:30]([O:33][C:34]([F:37])([F:36])[F:35])=[CH:29][CH:28]=3)[N:23]=2)=[CH:18][CH:17]=1)=[S:12])([CH3:3])[CH3:2].Br[CH:39]([CH3:43])[C:40](=[O:42])[CH3:41].C(N(CC)CC)C, predict the reaction product. The product is: [CH:1]([C:4]1[CH:9]=[CH:8][CH:7]=[CH:6][C:5]=1[N:10]1[C:40]([CH3:41])([OH:42])[CH:39]([CH3:43])[S:12]/[C:11]/1=[N:13]/[N:14]=[CH:15]\[C:16]1[CH:17]=[CH:18][C:19]([C:22]2[N:26]=[CH:25][N:24]([C:27]3[CH:28]=[CH:29][C:30]([O:33][C:34]([F:37])([F:35])[F:36])=[CH:31][CH:32]=3)[N:23]=2)=[CH:20][CH:21]=1)([CH3:3])[CH3:2]. (5) Given the reactants [Si:1]([O:18][CH2:19][C:20]1[N:25]=[C:24]2[C:26]([C:29]([O:31]CC)=O)=[N:27][O:28][C:23]2=[C:22]([Cl:34])[C:21]=1[N:35]1[CH2:40][C@H:39]([CH3:41])[O:38][C@H:37]([CH3:42])[CH2:36]1)([C:14]([CH3:17])([CH3:16])[CH3:15])([C:8]1[CH:13]=[CH:12][CH:11]=[CH:10][CH:9]=1)[C:2]1[CH:7]=[CH:6][CH:5]=[CH:4][CH:3]=1.Cl.[NH2:44][CH2:45][C:46]1[CH:47]=[C:48]([CH:51]=[CH:52][CH:53]=1)[C:49]#[N:50], predict the reaction product. The product is: [Si:1]([O:18][CH2:19][C:20]1[N:25]=[C:24]2[C:26]([C:29]([NH:50][CH2:49][C:48]3[CH:51]=[CH:52][CH:53]=[C:46]([C:45]#[N:44])[CH:47]=3)=[O:31])=[N:27][O:28][C:23]2=[C:22]([Cl:34])[C:21]=1[N:35]1[CH2:40][C@H:39]([CH3:41])[O:38][C@H:37]([CH3:42])[CH2:36]1)([C:14]([CH3:16])([CH3:15])[CH3:17])([C:8]1[CH:9]=[CH:10][CH:11]=[CH:12][CH:13]=1)[C:2]1[CH:7]=[CH:6][CH:5]=[CH:4][CH:3]=1. (6) Given the reactants C([O:8][CH2:9][CH2:10][N:11]1[C:17](=[O:18])[C@@H:16]([NH:19][C:20](=[O:35])[C:21]([F:34])([CH3:33])[C:22]([NH:24][CH2:25][C:26]([F:32])([F:31])[C:27]([F:30])([F:29])[F:28])=[O:23])[C:15]2[CH:36]=[CH:37][CH:38]=[CH:39][C:14]=2[C:13]2[CH:40]=[CH:41][CH:42]=[CH:43][C:12]1=2)C1C=CC=CC=1.FC(F)(C(F)(F)F)CN, predict the reaction product. The product is: [F:34][C:21]([CH3:33])([C:22]([NH:24][CH2:25][C:26]([F:31])([F:32])[C:27]([F:30])([F:29])[F:28])=[O:23])[C:20]([NH:19][C@@H:16]1[C:17](=[O:18])[N:11]([CH2:10][CH2:9][OH:8])[C:12]2[CH:43]=[CH:42][CH:41]=[CH:40][C:13]=2[C:14]2[CH:39]=[CH:38][CH:37]=[CH:36][C:15]1=2)=[O:35].